Dataset: Forward reaction prediction with 1.9M reactions from USPTO patents (1976-2016). Task: Predict the product of the given reaction. (1) Given the reactants Br[C:2]1[CH:3]=[C:4]([S:8]([NH:11][C:12]2[CH:21]=[CH:20][C:15]([C:16]([O:18][CH3:19])=[O:17])=[C:14]([OH:22])[CH:13]=2)(=[O:10])=[O:9])[CH:5]=[CH:6][CH:7]=1.[CH3:23][N:24]([CH3:36])[C:25]([C:27]1[CH:32]=[CH:31][C:30](B(O)O)=[CH:29][CH:28]=1)=[O:26], predict the reaction product. The product is: [CH3:23][N:24]([CH3:36])[C:25]([C:27]1[CH:32]=[CH:31][C:30]([C:2]2[CH:7]=[CH:6][CH:5]=[C:4]([S:8]([NH:11][C:12]3[CH:21]=[CH:20][C:15]([C:16]([O:18][CH3:19])=[O:17])=[C:14]([OH:22])[CH:13]=3)(=[O:10])=[O:9])[CH:3]=2)=[CH:29][CH:28]=1)=[O:26]. (2) The product is: [Cl:8][C:5]1[CH:6]=[CH:7][C:2]([C@@:28]2([O:49][CH3:20])[C@H:27]([OH:26])[C@@H:32]([OH:33])[C@H:31]([OH:38])[C@@H:30]([CH2:43][OH:44])[O:29]2)=[CH:3][C:4]=1[CH2:9][C:10]1[CH:15]=[CH:14][C:13]([O:16][CH2:17][CH3:18])=[CH:12][CH:11]=1. Given the reactants Br[C:2]1[CH:7]=[CH:6][C:5]([Cl:8])=[C:4]([CH2:9][C:10]2[CH:15]=[CH:14][C:13]([O:16][CH2:17][CH3:18])=[CH:12][CH:11]=2)[CH:3]=1.[Li][CH2:20]CCC.C[Si](C)(C)[O:26][C@@H:27]1[C@@H:32]([O:33][Si](C)(C)C)[C@H:31]([O:38][Si](C)(C)C)[C@@H:30]([CH2:43][O:44][Si](C)(C)C)[O:29][C:28]1=[O:49].Cl.C(=O)(O)[O-].[Na+], predict the reaction product.